From a dataset of Full USPTO retrosynthesis dataset with 1.9M reactions from patents (1976-2016). Predict the reactants needed to synthesize the given product. Given the product [N:20]1([C:24](=[O:35])[CH2:25][C:26]2[CH:31]=[CH:30][C:29]([O:19][CH2:18][CH2:17][C@@H:15]3[CH2:16][C@@H:14]3[CH:11]3[CH2:12][CH2:13][N:8]([C:5]4[N:6]=[CH:7][C:2]([Cl:1])=[CH:3][N:4]=4)[CH2:9][CH2:10]3)=[CH:28][C:27]=2[O:33][CH3:34])[CH2:23][CH2:22][CH2:21]1, predict the reactants needed to synthesize it. The reactants are: [Cl:1][C:2]1[CH:3]=[N:4][C:5]([N:8]2[CH2:13][CH2:12][CH:11]([C@H:14]3[CH2:16][C@H:15]3[CH2:17][CH2:18][OH:19])[CH2:10][CH2:9]2)=[N:6][CH:7]=1.[N:20]1([C:24](=[O:35])[CH2:25][C:26]2[CH:31]=[CH:30][C:29](O)=[CH:28][C:27]=2[O:33][CH3:34])[CH2:23][CH2:22][CH2:21]1.C1(P(C2C=CC=CC=2)C2C=CC=CC=2)C=CC=CC=1.CC(OC(/N=N/C(OC(C)C)=O)=O)C.